This data is from Catalyst prediction with 721,799 reactions and 888 catalyst types from USPTO. The task is: Predict which catalyst facilitates the given reaction. (1) Reactant: [CH3:1][C:2]1[C:6]([C:7]2[C:15]3[C:10](=[N:11][CH:12]=[C:13]([C:16]4[CH:21]=[CH:20][C:19]([N:22]5[CH2:27][CH2:26][N:25]([C:28]([O:30][C:31]([CH3:34])([CH3:33])[CH3:32])=[O:29])[CH2:24][CH2:23]5)=[CH:18][CH:17]=4)[CH:14]=3)[N:9](S(C3C=CC(C)=CC=3)(=O)=O)[CH:8]=2)=[C:5]([CH3:45])[N:4]([CH2:46][C:47]2[CH:52]=[CH:51][CH:50]=[C:49]([CH3:53])[CH:48]=2)[N:3]=1.[OH-].[Li+]. Product: [CH3:1][C:2]1[C:6]([C:7]2[C:15]3[C:10](=[N:11][CH:12]=[C:13]([C:16]4[CH:17]=[CH:18][C:19]([N:22]5[CH2:27][CH2:26][N:25]([C:28]([O:30][C:31]([CH3:34])([CH3:33])[CH3:32])=[O:29])[CH2:24][CH2:23]5)=[CH:20][CH:21]=4)[CH:14]=3)[NH:9][CH:8]=2)=[C:5]([CH3:45])[N:4]([CH2:46][C:47]2[CH:52]=[CH:51][CH:50]=[C:49]([CH3:53])[CH:48]=2)[N:3]=1. The catalyst class is: 87. (2) Reactant: C1(P(C2C=CC=CC=2)C2C=CC=CC=2)C=CC=CC=1.N(C(OC(C)C)=O)=NC(OC(C)C)=O.[OH:34][C:35]1[CH:60]=[CH:59][C:38]2[N:39]([CH:52]([CH2:57][CH3:58])[C:53]([O:55][CH3:56])=[O:54])[C:40](=[N:42][C:43](=[O:51])[C:44]3[CH:49]=[CH:48][C:47]([CH3:50])=[CH:46][CH:45]=3)[S:41][C:37]=2[CH:36]=1.[O:61]1[CH2:66][CH2:65][N:64]([CH2:67][CH2:68]O)[CH2:63][CH2:62]1. Product: [CH3:50][C:47]1[CH:46]=[CH:45][C:44]([C:43]([N:42]=[C:40]2[N:39]([CH:52]([CH2:57][CH3:58])[C:53]([O:55][CH3:56])=[O:54])[C:38]3[CH:59]=[CH:60][C:35]([O:34][CH2:68][CH2:67][N:64]4[CH2:65][CH2:66][O:61][CH2:62][CH2:63]4)=[CH:36][C:37]=3[S:41]2)=[O:51])=[CH:49][CH:48]=1. The catalyst class is: 7.